From a dataset of Full USPTO retrosynthesis dataset with 1.9M reactions from patents (1976-2016). Predict the reactants needed to synthesize the given product. (1) Given the product [C:17]1([C:3]2[CH:4]=[C:5]([CH:8]3[CH2:9][C:10](=[O:16])[N:11]([CH3:15])[C:12](=[O:14])[CH2:13]3)[CH:6]=[CH:7][C:2]=2[NH:1][C:63]([C:52]2[N:53]([CH2:55][O:56][CH2:57][CH2:58][Si:59]([CH3:62])([CH3:61])[CH3:60])[CH:54]=[C:50]([C:48]#[N:49])[N:51]=2)=[O:64])[CH2:22][CH2:21][CH2:20][CH2:19][CH:18]=1, predict the reactants needed to synthesize it. The reactants are: [NH2:1][C:2]1[CH:7]=[CH:6][C:5]([CH:8]2[CH2:13][C:12](=[O:14])[N:11]([CH3:15])[C:10](=[O:16])[CH2:9]2)=[CH:4][C:3]=1[C:17]1[CH2:22][CH2:21][CH2:20][CH2:19][CH:18]=1.C1CN([P+](Br)(N2CCCC2)N2CCCC2)CC1.F[P-](F)(F)(F)(F)F.[K+].[C:48]([C:50]1[N:51]=[C:52]([C:63]([O-])=[O:64])[N:53]([CH2:55][O:56][CH2:57][CH2:58][Si:59]([CH3:62])([CH3:61])[CH3:60])[CH:54]=1)#[N:49].CCN(C(C)C)C(C)C. (2) Given the product [CH3:16][C:14]1[N:15]=[C:10]([N:7]2[CH2:8][CH2:9][CH:4]([CH2:3][CH2:2][NH:1][S:31]([CH3:30])(=[O:33])=[O:32])[CH2:5][CH2:6]2)[C:11]2[S:19][C:18]([C:20]([NH2:22])=[O:21])=[CH:17][C:12]=2[N:13]=1, predict the reactants needed to synthesize it. The reactants are: [NH2:1][CH2:2][CH2:3][CH:4]1[CH2:9][CH2:8][N:7]([C:10]2[C:11]3[S:19][C:18]([C:20]([NH2:22])=[O:21])=[CH:17][C:12]=3[N:13]=[C:14]([CH3:16])[N:15]=2)[CH2:6][CH2:5]1.C(N(CC)CC)C.[CH3:30][S:31](Cl)(=[O:33])=[O:32]. (3) Given the product [CH2:25]([O:24][C:14]1[CH:13]=[C:12]2[C:17]([C:18](=[O:19])[NH:9][CH:10]=[N:11]2)=[C:16]([O:20][CH:21]([CH3:23])[CH3:22])[CH:15]=1)[C:26]1[CH:27]=[CH:28][CH:29]=[CH:30][CH:31]=1, predict the reactants needed to synthesize it. The reactants are: C(OC[N:9]1[C:18](=[O:19])[C:17]2[C:12](=[CH:13][C:14]([O:24][CH2:25][C:26]3[CH:31]=[CH:30][CH:29]=[CH:28][CH:27]=3)=[CH:15][C:16]=2[O:20][CH:21]([CH3:23])[CH3:22])[N:11]=[CH:10]1)(=O)C(C)(C)C.N. (4) Given the product [CH2:17]([O:16][C:9]1[CH:10]=[C:11]([C:12]([O:14][CH3:15])=[O:13])[N:7]([CH:1]2[CH2:2][CH2:3][CH2:4][CH2:5][CH2:6]2)[N:8]=1)[C:18]1[CH:23]=[CH:22][CH:21]=[CH:20][CH:19]=1, predict the reactants needed to synthesize it. The reactants are: [CH:1]1([N:7]2[C:11]([C:12]([O:14][CH3:15])=[O:13])=[CH:10][C:9]([OH:16])=[N:8]2)[CH2:6][CH2:5][CH2:4][CH2:3][CH2:2]1.[CH2:17](Br)[C:18]1[CH:23]=[CH:22][CH:21]=[CH:20][CH:19]=1.C(=O)([O-])[O-].[K+].[K+].Cl.